The task is: Predict which catalyst facilitates the given reaction.. This data is from Catalyst prediction with 721,799 reactions and 888 catalyst types from USPTO. (1) Reactant: [N+:1]([C:4]1[C:12]([NH2:13])=[CH:11][CH:10]=[C:9]2[C:5]=1[CH:6]=[N:7][NH:8]2)([O-])=O. Product: [NH2:1][C:4]1[C:12]([NH2:13])=[CH:11][CH:10]=[C:9]2[C:5]=1[CH:6]=[N:7][NH:8]2. The catalyst class is: 45. (2) Reactant: [CH2:1]([O:17][CH2:18][CH:19]([NH:38]C(=O)OC(C)(C)C)[CH2:20][O:21][CH2:22][CH2:23][CH2:24][CH2:25][CH2:26][CH2:27][CH2:28][CH2:29][CH2:30][CH2:31][CH2:32][CH2:33][CH2:34][CH2:35][CH2:36][CH3:37])[CH2:2][CH2:3][CH2:4][CH2:5][CH2:6][CH2:7][CH2:8][CH2:9][CH2:10][CH2:11][CH2:12][CH2:13][CH2:14][CH2:15][CH3:16].FC(F)(F)C(O)=O. Product: [CH2:1]([O:17][CH2:18][CH:19]([NH2:38])[CH2:20][O:21][CH2:22][CH2:23][CH2:24][CH2:25][CH2:26][CH2:27][CH2:28][CH2:29][CH2:30][CH2:31][CH2:32][CH2:33][CH2:34][CH2:35][CH2:36][CH3:37])[CH2:2][CH2:3][CH2:4][CH2:5][CH2:6][CH2:7][CH2:8][CH2:9][CH2:10][CH2:11][CH2:12][CH2:13][CH2:14][CH2:15][CH3:16]. The catalyst class is: 2. (3) Reactant: [CH2:1]([N:5]1[CH2:10][CH2:9][NH:8][C:7](=[O:11])[C:6]1=[O:12])[CH2:2][CH2:3][CH3:4].[H-].[Na+].Br[CH:16]([C:21]1[CH:26]=[CH:25][CH:24]=[CH:23][CH:22]=1)[C:17]([O:19][CH3:20])=[O:18]. Product: [CH2:1]([N:5]1[CH2:10][CH2:9][N:8]([CH:16]([C:21]2[CH:26]=[CH:25][CH:24]=[CH:23][CH:22]=2)[C:17]([O:19][CH3:20])=[O:18])[C:7](=[O:11])[C:6]1=[O:12])[CH2:2][CH2:3][CH3:4]. The catalyst class is: 3. (4) Reactant: [F:1][C:2]1[CH:29]=[C:28]([F:30])[CH:27]=[CH:26][C:3]=1[CH2:4][O:5][C:6]1[N:7]=[CH:8][N:9]([C:15]2[CH:16]=[C:17]([CH:22]=[CH:23][C:24]=2[CH3:25])[C:18]([O:20]C)=[O:19])[C:10](=[O:14])[C:11]=1[CH2:12][CH3:13].[OH-].[Na+].C(O)(=O)CC(CC(O)=O)(C(O)=O)O. Product: [F:1][C:2]1[CH:29]=[C:28]([F:30])[CH:27]=[CH:26][C:3]=1[CH2:4][O:5][C:6]1[N:7]=[CH:8][N:9]([C:15]2[CH:16]=[C:17]([CH:22]=[CH:23][C:24]=2[CH3:25])[C:18]([OH:20])=[O:19])[C:10](=[O:14])[C:11]=1[CH2:12][CH3:13]. The catalyst class is: 12. (5) Reactant: [C:1]1([S:7]([N:10]2[C:14]3=[N:15][CH:16]=[CH:17][CH:18]=[C:13]3[CH:12]=[C:11]2[C:19](=[O:26])[CH2:20][CH:21]2[CH2:25][CH2:24][CH2:23][CH2:22]2)(=[O:9])=[O:8])[CH:6]=[CH:5][CH:4]=[CH:3][CH:2]=1.C[Si]([N-][Si](C)(C)C)(C)C.[Li+].[C:37]1([CH3:57])[CH:42]=[CH:41][C:40]([S:43](O[S:43]([C:40]2[CH:41]=[CH:42][C:37]([CH3:57])=[CH:38][CH:39]=2)(=[O:45])=[O:44])(=[O:45])=[O:44])=[CH:39][CH:38]=1. Product: [C:1]1([S:7]([N:10]2[C:14]3=[N:15][CH:16]=[CH:17][CH:18]=[C:13]3[CH:12]=[C:11]2[C:19]([O:26][S:43]([C:40]2[CH:41]=[CH:42][C:37]([CH3:57])=[CH:38][CH:39]=2)(=[O:45])=[O:44])=[CH:20][CH:21]2[CH2:22][CH2:23][CH2:24][CH2:25]2)(=[O:8])=[O:9])[CH:2]=[CH:3][CH:4]=[CH:5][CH:6]=1. The catalyst class is: 7. (6) Reactant: [CH3:1][CH:2]1[C:7](=O)[CH2:6][CH2:5][N:4]([C:9]([O:11][C:12]([CH3:15])([CH3:14])[CH3:13])=[O:10])[CH2:3]1.[CH2:16]([CH2:18][NH2:19])[OH:17].CC(O)=O.C([BH3-])#N.[Na+]. Product: [OH:17][CH2:16][CH2:18][NH:19][CH:7]1[CH2:6][CH2:5][N:4]([C:9]([O:11][C:12]([CH3:15])([CH3:14])[CH3:13])=[O:10])[CH2:3][CH:2]1[CH3:1]. The catalyst class is: 138. (7) Reactant: [CH2:1]([O:8][C:9]1[CH:14]=[CH:13][C:12]([C:15](=[O:31])[CH:16]([N:18]2[CH2:23][CH2:22][C:21]([OH:30])([C:24]3[CH:29]=[CH:28][CH:27]=[CH:26][CH:25]=3)[CH2:20][CH2:19]2)[CH3:17])=[CH:11][CH:10]=1)[C:2]1[CH:7]=[CH:6][CH:5]=[CH:4][CH:3]=1.[C:32]([O:40][C:41](=[O:57])[C@H:42]([C@@H:44]([C:46]([O:48][C:49](=[O:56])[C:50]1[CH:55]=[CH:54][CH:53]=[CH:52][CH:51]=1)=[O:47])[OH:45])[OH:43])(=[O:39])[C:33]1[CH:38]=[CH:37][CH:36]=[CH:35][CH:34]=1. Product: [C:49]([O:48][C:46](=[O:47])[C@H:44]([C@@H:42]([C:41]([O:40][C:32](=[O:39])[C:33]1[CH:34]=[CH:35][CH:36]=[CH:37][CH:38]=1)=[O:57])[OH:43])[OH:45])(=[O:56])[C:50]1[CH:51]=[CH:52][CH:53]=[CH:54][CH:55]=1.[CH2:1]([O:8][C:9]1[CH:14]=[CH:13][C:12]([C:15](=[O:31])[C@@H:16]([N:18]2[CH2:23][CH2:22][C:21]([OH:30])([C:24]3[CH:29]=[CH:28][CH:27]=[CH:26][CH:25]=3)[CH2:20][CH2:19]2)[CH3:17])=[CH:11][CH:10]=1)[C:2]1[CH:3]=[CH:4][CH:5]=[CH:6][CH:7]=1. The catalyst class is: 21. (8) Reactant: [NH:1]1[CH:5]=[C:4]([C:6]2[N:11]=[CH:10][C:9]3[CH:12]=[N:13][N:14]([C:15]4[N:20]=[C:19]([N:21]5[CH2:27][CH2:26][CH2:25][N:24]([C:28]([O-:30])=[O:29])[CH2:23][CH2:22]5)[CH:18]=[CH:17][CH:16]=4)[C:8]=3[CH:7]=2)[CH:3]=[N:2]1.Br[CH2:32][CH:33]1[CH2:35][CH2:34]1.C([O-])([O-])=O.[K+].[K+]. Product: [CH:35]1([CH2:34][N:1]2[CH:5]=[C:4]([C:6]3[N:11]=[CH:10][C:9]4[CH:12]=[N:13][N:14]([C:15]5[N:20]=[C:19]([N:21]6[CH2:27][CH2:26][CH2:25][N:24]([C:28]([O:30][C:4]([CH3:6])([CH3:5])[CH3:3])=[O:29])[CH2:23][CH2:22]6)[CH:18]=[CH:17][CH:16]=5)[C:8]=4[CH:7]=3)[CH:3]=[N:2]2)[CH2:33][CH2:32]1. The catalyst class is: 3. (9) Reactant: [OH:1][C:2]1[C:9]([N+:10]([O-:12])=[O:11])=[CH:8][CH:7]=[CH:6][C:3]=1[CH:4]=[O:5].[C:13](=O)([O-])[O-].[Cs+].[Cs+].IC. Product: [CH3:13][O:1][C:2]1[C:9]([N+:10]([O-:12])=[O:11])=[CH:8][CH:7]=[CH:6][C:3]=1[CH:4]=[O:5]. The catalyst class is: 3. (10) Reactant: [CH3:1][C:2]1[O:6][C:5]([C:7]2[CH:12]=[CH:11][CH:10]=[CH:9][CH:8]=2)=[N:4][C:3]=1[CH2:13][O:14][C:15]1[CH:22]=[CH:21][C:18]([CH2:19]O)=[CH:17][CH:16]=1.S(Cl)([Cl:25])=O. Product: [Cl:25][CH2:19][C:18]1[CH:21]=[CH:22][C:15]([O:14][CH2:13][C:3]2[N:4]=[C:5]([C:7]3[CH:12]=[CH:11][CH:10]=[CH:9][CH:8]=3)[O:6][C:2]=2[CH3:1])=[CH:16][CH:17]=1. The catalyst class is: 11.